Dataset: Catalyst prediction with 721,799 reactions and 888 catalyst types from USPTO. Task: Predict which catalyst facilitates the given reaction. (1) Reactant: C(C1C=C(C(C)(C)C)C=CC=1O)(C)(C)C.[C:16]([C:20]1[CH:25]=[C:24]([C:26]([CH3:29])([CH3:28])[CH3:27])[CH:23]=[C:22]([CH2:30][O:31][CH2:32][CH2:33][CH2:34][CH3:35])[C:21]=1[OH:36])([CH3:19])([CH3:18])[CH3:17].C=O.C(NCCCC)CCC.C(O)(=O)C.C(O)CCC. Product: [C:16]([C:20]1[CH:25]=[C:24]([C:26]([CH3:27])([CH3:28])[CH3:29])[CH:23]=[C:22]([CH2:30][O:31][CH2:32][CH2:33][CH2:34][CH3:35])[C:21]=1[OH:36])([CH3:17])([CH3:18])[CH3:19]. The catalyst class is: 226. (2) Reactant: [CH3:1][O:2][C:3](=[O:24])[C@@H:4]([NH:16][C:17]([O:19][C:20]([CH3:23])([CH3:22])[CH3:21])=[O:18])[CH2:5][C:6]1[C:14]2[C:9](=[CH:10][CH:11]=[C:12]([OH:15])[CH:13]=2)[NH:8][CH:7]=1.[Si:25](Cl)([C:28]([CH3:31])([CH3:30])[CH3:29])([CH3:27])[CH3:26].N1C=CN=C1.CCOC(C)=O. Product: [CH3:1][O:2][C:3](=[O:24])[C@@H:4]([NH:16][C:17]([O:19][C:20]([CH3:21])([CH3:23])[CH3:22])=[O:18])[CH2:5][C:6]1[C:14]2[C:9](=[CH:10][CH:11]=[C:12]([O:15][Si:25]([C:28]([CH3:31])([CH3:30])[CH3:29])([CH3:27])[CH3:26])[CH:13]=2)[NH:8][CH:7]=1. The catalyst class is: 239. (3) The catalyst class is: 493. Product: [CH3:1][O:2][C:3](=[O:12])[CH2:4][C:5]1[CH:10]=[CH:9][C:8]([C:58]2[CH:59]=[CH:60][C:55]([C:52]([CH2:53][CH3:54])([C:71]3[CH:76]=[CH:75][C:74]([CH2:77][CH2:78][C:79]4([OH:85])[CH2:84][CH2:83][CH2:82][CH2:81][CH2:80]4)=[C:73]([CH3:86])[CH:72]=3)[CH2:50][CH3:51])=[CH:56][C:57]=2[CH3:70])=[CH:7][CH:6]=1. Reactant: [CH3:1][O:2][C:3](=[O:12])[CH2:4][C:5]1[CH:10]=[CH:9][C:8](Br)=[CH:7][CH:6]=1.C1(P(C2CCCCC2)C2C=CC=CC=2C2C(OC)=CC=CC=2OC)CCCCC1.P([O-])([O-])([O-])=O.[K+].[K+].[K+].[CH2:50]([C:52]([C:71]1[CH:76]=[CH:75][C:74]([CH2:77][CH2:78][C:79]2([OH:85])[CH2:84][CH2:83][CH2:82][CH2:81][CH2:80]2)=[C:73]([CH3:86])[CH:72]=1)([C:55]1[CH:60]=[CH:59][C:58](B2OC(C)(C)C(C)(C)O2)=[C:57]([CH3:70])[CH:56]=1)[CH2:53][CH3:54])[CH3:51].[Cl-].[NH4+]. (4) Reactant: C(O[C:6](=O)[N:7](C)[C@H:8]([C:10](=[O:39])[NH:11][C@H:12]([C:16]([N:18]1[C:22]2=[N:23][CH:24]=[CH:25][CH:26]=[C:21]2[CH2:20][C@H:19]1[CH2:27][NH:28][C:29]1[CH:38]=[CH:37][C:36]2[C:31](=[CH:32][CH:33]=[CH:34][CH:35]=2)[CH:30]=1)=[O:17])[CH:13]([CH3:15])[CH3:14])[CH3:9])(C)(C)C.[ClH:42]. Product: [ClH:42].[CH3:6][NH:7][C@@H:8]([CH3:9])[C:10]([NH:11][C@H:12]([C:16]([N:18]1[C:22]2=[N:23][CH:24]=[CH:25][CH:26]=[C:21]2[CH2:20][C@H:19]1[CH2:27][NH:28][C:29]1[CH:38]=[CH:37][C:36]2[C:31](=[CH:32][CH:33]=[CH:34][CH:35]=2)[CH:30]=1)=[O:17])[CH:13]([CH3:15])[CH3:14])=[O:39]. The catalyst class is: 12. (5) Reactant: [BH4-].[Na+].C(O)C.[Cl:6][C:7]1[CH:12]=[CH:11][C:10]([C:13]2([CH3:28])[C:17]([C:18]3[CH:23]=[CH:22][C:21]([Cl:24])=[C:20]([F:25])[CH:19]=3)=[N:16][S:15](=[O:27])(=[O:26])[NH:14]2)=[CH:9][N:8]=1. Product: [Cl:6][C:7]1[CH:12]=[CH:11][C:10]([C@:13]2([CH3:28])[C@H:17]([C:18]3[CH:23]=[CH:22][C:21]([Cl:24])=[C:20]([F:25])[CH:19]=3)[NH:16][S:15](=[O:26])(=[O:27])[NH:14]2)=[CH:9][N:8]=1. The catalyst class is: 13. (6) Reactant: [O:1]1[C:5]2([CH2:10][CH2:9][CH2:8][CH2:7][CH:6]2[C:11]([OH:13])=O)[O:4][CH2:3][CH2:2]1.C[O-].[Na+].S(Cl)([Cl:19])=O. The catalyst class is: 442. Product: [O:1]1[C:5]2([CH2:10][CH2:9][CH2:8][CH2:7][CH:6]2[C:11]([Cl:19])=[O:13])[O:4][CH2:3][CH2:2]1.